Dataset: Reaction yield outcomes from USPTO patents with 853,638 reactions. Task: Predict the reaction yield, written as a fraction of the theoretical maximum amount of product (1.0 means a 100% yield; for example, 0.34 means a 34% yield). (1) The reactants are [C:1]1([C@@H:7]([NH:9][C@H:10]2[C@@H:15]([C:16](OCC)=[O:17])[CH2:14][CH2:13][N:12]([C:21]([O:23][C:24]([CH3:27])([CH3:26])[CH3:25])=[O:22])[CH2:11]2)[CH3:8])[CH:6]=[CH:5][CH:4]=[CH:3][CH:2]=1.[H-].[Al+3].[Li+].[H-].[H-].[H-].N. The catalyst is O1CCCC1. The product is [OH:17][CH2:16][C@@H:15]1[CH2:14][CH2:13][N:12]([C:21]([O:23][C:24]([CH3:27])([CH3:26])[CH3:25])=[O:22])[CH2:11][C@@H:10]1[NH:9][C@H:7]([C:1]1[CH:2]=[CH:3][CH:4]=[CH:5][CH:6]=1)[CH3:8]. The yield is 0.280. (2) The reactants are Cl.[C:2]1([C:8]2[CH2:9][CH2:10][NH:11][CH2:12][CH:13]=2)[CH:7]=[CH:6][CH:5]=[CH:4][CH:3]=1.[OH-].[Na+].[Cl:16][C:17]1[N:18]([CH2:25][C@:26]2([CH3:29])[CH2:28][O:27]2)[CH:19]=[C:20]([N+:22]([O-:24])=[O:23])[N:21]=1.CN(C=O)C. The catalyst is O. The product is [Cl:16][C:17]1[N:18]([CH2:25][C@@:26]([CH3:29])([OH:27])[CH2:28][N:11]2[CH2:10][CH:9]=[C:8]([C:2]3[CH:7]=[CH:6][CH:5]=[CH:4][CH:3]=3)[CH2:13][CH2:12]2)[CH:19]=[C:20]([N+:22]([O-:24])=[O:23])[N:21]=1. The yield is 0.570. (3) The reactants are [F:1][C:2]1[CH:7]=[CH:6][C:5]([N:8]2[C:12]([C:13]3[CH:23]=[CH:22][C:16]4[O:17][CH2:18][C:19](=[O:21])[NH:20][C:15]=4[CH:14]=3)=[CH:11][C:10]([CH:24](O)[CH3:25])=[N:9]2)=[CH:4][CH:3]=1.C(N(S(F)(F)[F:33])CC)C.C([O-])(O)=O.[Na+]. The catalyst is C(Cl)Cl. The product is [F:33][CH:24]([C:10]1[CH:11]=[C:12]([C:13]2[CH:23]=[CH:22][C:16]3[O:17][CH2:18][C:19](=[O:21])[NH:20][C:15]=3[CH:14]=2)[N:8]([C:5]2[CH:4]=[CH:3][C:2]([F:1])=[CH:7][CH:6]=2)[N:9]=1)[CH3:25]. The yield is 0.860. (4) The reactants are [C:1]([O:5][C:6](=[O:20])[NH:7][CH:8]1[CH2:17][C:16]2[C:11](=[CH:12][CH:13]=[C:14]([C:18]#[N:19])[CH:15]=2)[NH:10][CH2:9]1)([CH3:4])([CH3:3])[CH3:2].[Cl:21][C:22]1[CH:23]=[C:24]([CH:27]=[CH:28][CH:29]=1)[CH:25]=O.[BH-](OC(C)=O)(OC(C)=O)OC(C)=O.[Na+].C(O)(=O)C. The catalyst is ClCCCl. The product is [C:1]([O:5][C:6](=[O:20])[NH:7][CH:8]1[CH2:17][C:16]2[C:11](=[CH:12][CH:13]=[C:14]([C:18]#[N:19])[CH:15]=2)[N:10]([CH2:25][C:24]2[CH:27]=[CH:28][CH:29]=[C:22]([Cl:21])[CH:23]=2)[CH2:9]1)([CH3:4])([CH3:2])[CH3:3]. The yield is 0.480. (5) The reactants are [Si:1]([O:8][CH2:9][C@@H:10]([N:13]([CH2:21][CH:22]=[O:23])[C:14](=[O:20])[O:15][C:16]([CH3:19])([CH3:18])[CH3:17])[CH:11]=[CH2:12])([C:4]([CH3:7])([CH3:6])[CH3:5])([CH3:3])[CH3:2].[C:24]([O:28][CH3:29])(=[O:27])[CH:25]=[CH2:26].N12CCC(CC1)CC2. The catalyst is O.CO.C(OCC)(=O)C. The product is [C:16]([O:15][C:14]([N:13]([C@@H:10]([CH:11]=[CH2:12])[CH2:9][O:8][Si:1]([C:4]([CH3:7])([CH3:5])[CH3:6])([CH3:3])[CH3:2])[CH2:21][CH:22]([OH:23])[C:25](=[CH2:26])[C:24]([O:28][CH3:29])=[O:27])=[O:20])([CH3:19])([CH3:18])[CH3:17]. The yield is 0.800. (6) The reactants are C1COCC1.[C:6]1([CH3:14])[CH:11]=[CH:10][CH:9]=[CH:8][C:7]=1[Mg]Cl.Cl[C:16]1[CH:21]=[CH:20][CH:19]=[CH:18][CH:17]=1. The catalyst is C1CC=CCCC=C1.C1CC=CCCC=C1.[Ni]. The product is [C:6]1([C:14]2[CH:20]=[CH:21][CH:16]=[CH:17][C:18]=2[CH3:19])[CH:11]=[CH:10][CH:9]=[CH:8][CH:7]=1. The yield is 0.570. (7) The reactants are C([O:4][CH2:5][C:6]([CH3:53])([CH3:52])[CH2:7][N:8]1[C:14]2[CH:15]=[CH:16][C:17]([Cl:19])=[CH:18][C:13]=2[C@@H:12]([C:20]2[CH:25]=[CH:24][CH:23]=[C:22]([O:26][CH3:27])[C:21]=2[O:28][CH3:29])[O:11][C@H:10]([CH2:30][C:31]([NH:33][C:34]2[CH:35]=[C:36]([CH2:42][CH2:43][CH2:44][CH2:45][C:46]([O:48]CC)=[O:47])[CH:37]=[CH:38][C:39]=2[O:40][CH3:41])=[O:32])[C:9]1=[O:51])(=O)C.[OH-].[Na+].C(O)C. The catalyst is O. The product is [Cl:19][C:17]1[CH:16]=[CH:15][C:14]2[N:8]([CH2:7][C:6]([CH3:52])([CH3:53])[CH2:5][OH:4])[C:9](=[O:51])[C@@H:10]([CH2:30][C:31]([NH:33][C:34]3[CH:35]=[C:36]([CH2:42][CH2:43][CH2:44][CH2:45][C:46]([OH:48])=[O:47])[CH:37]=[CH:38][C:39]=3[O:40][CH3:41])=[O:32])[O:11][C@H:12]([C:20]3[CH:25]=[CH:24][CH:23]=[C:22]([O:26][CH3:27])[C:21]=3[O:28][CH3:29])[C:13]=2[CH:18]=1. The yield is 0.760.